Task: Predict the reactants needed to synthesize the given product.. Dataset: Full USPTO retrosynthesis dataset with 1.9M reactions from patents (1976-2016) Given the product [C:3]([O:7][C:8]([NH:10][C@H:11]1[CH2:16][C@H:15]([C:3]([OH:7])([CH3:5])[CH3:4])[CH2:14][CH2:13][C@H:12]1[NH:22][C:23]([C:25]1[NH:26][C:27]2[C:32]([CH:33]=1)=[CH:31][C:30]([Cl:34])=[CH:29][CH:28]=2)=[O:24])=[O:9])([CH3:4])([CH3:5])[CH3:6], predict the reactants needed to synthesize it. The reactants are: C[Li].[C:3]([O:7][C:8]([NH:10][C@H:11]1[CH2:16][C@H:15](C(OCC)=O)[CH2:14][CH2:13][C@H:12]1[NH:22][C:23]([C:25]1[NH:26][C:27]2[C:32]([CH:33]=1)=[CH:31][C:30]([Cl:34])=[CH:29][CH:28]=2)=[O:24])=[O:9])([CH3:6])([CH3:5])[CH3:4].[Cl-].[NH4+].